From a dataset of Full USPTO retrosynthesis dataset with 1.9M reactions from patents (1976-2016). Predict the reactants needed to synthesize the given product. (1) Given the product [F:19][C:18]([F:21])([F:20])[C:15]1[CH:16]=[CH:17][C:12]([O:10][C:7]2[CH:8]=[CH:9][C:4]([C:2](=[O:3])[CH3:1])=[CH:5][CH:6]=2)=[CH:13][CH:14]=1, predict the reactants needed to synthesize it. The reactants are: [CH3:1][C:2]([C:4]1[CH:5]=[CH:6][C:7]([OH:10])=[CH:8][CH:9]=1)=[O:3].F[C:12]1[CH:17]=[CH:16][C:15]([C:18]([F:21])([F:20])[F:19])=[CH:14][CH:13]=1.FC1C=CC(OC2C=CC(C(=O)C)=CC=2)=CC=1. (2) Given the product [F:22][C:23]1[CH:44]=[CH:43][C:26]([CH2:27][N:28]2[CH2:32][CH2:31][N:30]([C:33]3[S:34][C:35]([C:39]([NH:54][CH2:53][C:51]4[N:52]=[C:48]([CH:45]([CH3:47])[CH3:46])[S:49][CH:50]=4)=[O:40])=[C:36]([CH3:38])[N:37]=3)[C:29]2=[O:42])=[CH:25][CH:24]=1, predict the reactants needed to synthesize it. The reactants are: FC1(F)CC1CN1CCN(C2SC(C(O)=O)=C(C)N=2)C1=O.[F:22][C:23]1[CH:44]=[CH:43][C:26]([CH2:27][N:28]2[CH2:32][CH2:31][N:30]([C:33]3[S:34][C:35]([C:39](O)=[O:40])=[C:36]([CH3:38])[N:37]=3)[C:29]2=[O:42])=[CH:25][CH:24]=1.[CH:45]([C:48]1[S:49][CH:50]=[C:51]([CH2:53][NH2:54])[N:52]=1)([CH3:47])[CH3:46]. (3) Given the product [CH3:24][O:23][C:21]([N:12]1[CH2:11][CH:10]2[CH:14]([CH2:15][CH2:16][CH2:17][C:9]2([OH:18])[C:8]#[C:7][C:3]2[CH:2]=[C:1]([CH3:19])[CH:6]=[CH:5][CH:4]=2)[CH2:13]1)=[O:22], predict the reactants needed to synthesize it. The reactants are: [C:1]1([CH3:19])[CH:6]=[CH:5][CH:4]=[C:3]([C:7]#[C:8][C:9]2([OH:18])[CH2:17][CH2:16][CH2:15][CH:14]3[CH:10]2[CH2:11][NH:12][CH2:13]3)[CH:2]=1.Cl[C:21]([O:23][CH3:24])=[O:22].CCN(C(C)C)C(C)C. (4) Given the product [I:25][C:21]1[CH:20]=[C:19]([C:16]2[N:17]=[N:18][N:14]([CH2:13][C:10]3[CH:9]=[CH:8][C:7]([C:6]([OH:26])=[O:5])=[CH:12][CH:11]=3)[N:15]=2)[CH:24]=[CH:23][CH:22]=1, predict the reactants needed to synthesize it. The reactants are: C([O:5][C:6](=[O:26])[C:7]1[CH:12]=[CH:11][C:10]([CH2:13][N:14]2[N:18]=[N:17][C:16]([C:19]3[CH:24]=[CH:23][CH:22]=[C:21]([I:25])[CH:20]=3)=[N:15]2)=[CH:9][CH:8]=1)(C)(C)C.FC(F)(F)C(O)=O.